From a dataset of Full USPTO retrosynthesis dataset with 1.9M reactions from patents (1976-2016). Predict the reactants needed to synthesize the given product. (1) Given the product [CH:1]1([CH2:4][C:5]2[N:10]3[CH:11]=[N:12][C:13]([N:15]4[CH2:16][CH2:17][CH:18]([C:21]5[C:26]([O:27][CH3:28])=[CH:25][CH:24]=[CH:23][C:22]=5[F:29])[CH2:19][CH2:20]4)=[CH:14][C:9]3=[N:8][N:7]=2)[CH2:3][CH2:2]1, predict the reactants needed to synthesize it. The reactants are: [CH:1]1([CH2:4][C:5]([NH:7][NH:8][C:9]2[CH:14]=[C:13]([N:15]3[CH2:20][CH2:19][CH:18]([C:21]4[C:26]([O:27][CH3:28])=[CH:25][CH:24]=[CH:23][C:22]=4[F:29])[CH2:17][CH2:16]3)[N:12]=[CH:11][N:10]=2)=O)[CH2:3][CH2:2]1.P(Cl)(Cl)(Cl)=O. (2) Given the product [Cl:21][C:18]1[CH:19]=[CH:20][C:15]([CH2:14][N:3]2[C:2]3[C:6](=[CH:7][CH:8]=[CH:9][C:10]=3[C:32]([O:33][CH3:22])=[O:35])[C:5]([CH3:11])=[CH:4]2)=[CH:16][CH:17]=1, predict the reactants needed to synthesize it. The reactants are: C[C:2]1[N:3]([CH2:14][C:15]2[CH:20]=[CH:19][C:18]([Cl:21])=[CH:17][CH:16]=2)[C:4]2[C:9]([CH:10]=1)=[CH:8][CH:7]=[CH:6][C:5]=2[C:11](O)=O.[CH3:22]N(C=O)C.P(Cl)(Cl)(Cl)=O.[C:32](=[O:35])(O)[O-:33].[Na+].